This data is from Full USPTO retrosynthesis dataset with 1.9M reactions from patents (1976-2016). The task is: Predict the reactants needed to synthesize the given product. (1) The reactants are: [CH2:1]([O:3][C:4]([C:6]1[CH:7]=[N:8][N:9]([C:11](=[NH:22])[NH:12][C:13]2[C:18]([Br:19])=[CH:17][C:16]([F:20])=[CH:15][C:14]=2Br)[CH:10]=1)=[O:5])[CH3:2].C([O-])([O-])=O.[Cs+].[Cs+].CN(C=O)C. Given the product [CH2:1]([O:3][C:4]([C:6]1[CH:7]=[N:8][N:9]([C:11]2[NH:22][C:14]3[CH:15]=[C:16]([F:20])[CH:17]=[C:18]([Br:19])[C:13]=3[N:12]=2)[CH:10]=1)=[O:5])[CH3:2], predict the reactants needed to synthesize it. (2) Given the product [CH3:27][O:28][C:29]1[C:34]2[N:35]=[C:36]([NH:38][C:39]([C@H:40]3[CH2:41][CH2:46][CH2:45][O:44]3)=[O:47])[S:37][C:33]=2[C:32]([CH:48]2[CH2:53][CH2:52][O:51][CH2:50][CH2:49]2)=[CH:31][CH:30]=1, predict the reactants needed to synthesize it. The reactants are: COC1C2N=C(N)SC=2C(C2CCOCC2)=CC=1.O1CCC[C@@H]1C(O)=O.[CH3:27][O:28][C:29]1[C:34]2[N:35]=[C:36]([NH:38][C:39](=[O:47])[CH2:40][CH:41]3[CH2:46][CH2:45][O:44]CC3)[S:37][C:33]=2[C:32]([CH:48]2[CH2:53][CH2:52][O:51][CH2:50][CH2:49]2)=[CH:31][CH:30]=1. (3) The reactants are: Cl.Cl.[C:3]1([CH:9]([NH2:19])[C:10]2[NH:18][C:13]3=[CH:14][N:15]=[CH:16][CH:17]=[C:12]3[CH:11]=2)[CH:8]=[CH:7][CH:6]=[CH:5][CH:4]=1.C(N(CC)C(C)C)(C)C.[C:29](O)(=[O:36])[C:30]1[CH:35]=[CH:34][CH:33]=[N:32][CH:31]=1.Cl.C(N=C=NCCCN(C)C)C. Given the product [C:3]1([CH:9]([C:10]2[NH:18][C:13]3=[CH:14][N:15]=[CH:16][CH:17]=[C:12]3[CH:11]=2)[NH:19][C:29](=[O:36])[C:30]2[CH:35]=[CH:34][CH:33]=[N:32][CH:31]=2)[CH:8]=[CH:7][CH:6]=[CH:5][CH:4]=1, predict the reactants needed to synthesize it. (4) Given the product [Cl:1][C:2]1[CH:7]=[CH:6][C:5]([S:8]([N:11]2[CH:16]3[CH2:17][CH2:18][CH2:19][CH:12]2[C:13]2[CH:21]=[N:28][C:29]4[N:33]([C:14]=2[CH2:15]3)[CH:32]=[CH:31][N:30]=4)(=[O:10])=[O:9])=[CH:4][CH:3]=1, predict the reactants needed to synthesize it. The reactants are: [Cl:1][C:2]1[CH:7]=[CH:6][C:5]([S:8]([N:11]2[CH:16]3[CH2:17][CH2:18][CH2:19][CH:12]2[C:13](=[CH:21]O)[C:14](=O)[CH2:15]3)(=[O:10])=[O:9])=[CH:4][CH:3]=1.S(O)(O)(=O)=O.[NH2:28][C:29]1[NH:30][CH:31]=[CH:32][N:33]=1. (5) Given the product [ClH:39].[CH3:14][C@@H:12]1[CH2:13][NH:8][C@@H:9]([CH3:38])[CH2:10][N:11]1[C:15]1[CH:16]=[C:17]2[C:26](=[CH:27][C:28]=1[C:29]1[CH:34]=[CH:33][CH:32]=[CH:31][C:30]=1[F:35])[O:25][CH2:24][C:23]1[N:18]2[C@H:19]([CH3:37])[C:20](=[O:36])[NH:21][N:22]=1, predict the reactants needed to synthesize it. The reactants are: C(OC([N:8]1[CH2:13][C@@H:12]([CH3:14])[N:11]([C:15]2[CH:16]=[C:17]3[C:26](=[CH:27][C:28]=2[C:29]2[CH:34]=[CH:33][CH:32]=[CH:31][C:30]=2[F:35])[O:25][CH2:24][C:23]2[N:18]3[C@H:19]([CH3:37])[C:20](=[O:36])[NH:21][N:22]=2)[CH2:10][C@@H:9]1[CH3:38])=O)(C)(C)C.[ClH:39]. (6) The reactants are: [CH3:1][O:2][C:3](=[O:29])[CH2:4][C:5]1[CH:6]=[C:7]([C:12]2[CH:17]=[CH:16][C:15]([C:18]([F:21])([F:20])[F:19])=[CH:14][C:13]=2[CH2:22][NH:23][CH2:24][C:25]([F:28])([F:27])[F:26])[C:8]([F:11])=[CH:9][CH:10]=1.[C:30](Cl)(=[O:32])[CH3:31]. Given the product [CH3:1][O:2][C:3](=[O:29])[CH2:4][C:5]1[CH:6]=[C:7]([C:12]2[CH:17]=[CH:16][C:15]([C:18]([F:19])([F:20])[F:21])=[CH:14][C:13]=2[CH2:22][N:23]([C:30](=[O:32])[CH3:31])[CH2:24][C:25]([F:28])([F:26])[F:27])[C:8]([F:11])=[CH:9][CH:10]=1, predict the reactants needed to synthesize it. (7) Given the product [OH:1][C:2]1[C:10]([O:11][CH3:12])=[CH:9][C:8]([C:13]2[N:14]([C:24]([O:26][C:27]([CH3:30])([CH3:28])[CH3:29])=[O:25])[C:15]3[C:20]([CH:21]=2)=[CH:19][C:18]([CH2:22][N:32]2[CH2:36][CH2:35][CH2:34][CH2:33]2)=[CH:17][CH:16]=3)=[C:7]2[C:3]=1[CH2:4][NH:5][C:6]2=[O:31], predict the reactants needed to synthesize it. The reactants are: [OH:1][C:2]1[C:10]([O:11][CH3:12])=[CH:9][C:8]([C:13]2[N:14]([C:24]([O:26][C:27]([CH3:30])([CH3:29])[CH3:28])=[O:25])[C:15]3[C:20]([CH:21]=2)=[CH:19][C:18]([CH:22]=O)=[CH:17][CH:16]=3)=[C:7]2[C:3]=1[CH2:4][NH:5][C:6]2=[O:31].[NH:32]1[CH2:36][CH2:35][CH2:34][CH2:33]1.C(O)(=O)C.C(O[BH-](OC(=O)C)OC(=O)C)(=O)C.[Na+].